This data is from Full USPTO retrosynthesis dataset with 1.9M reactions from patents (1976-2016). The task is: Predict the reactants needed to synthesize the given product. Given the product [F:13][C:14]1[CH:19]=[C:18]([O:20][C:21]2[CH:26]=[CH:25][N:24]=[C:23]([C:27]3[CH:28]=[N:29][N:30]([CH3:32])[CH:31]=3)[CH:22]=2)[CH:17]=[CH:16][C:15]=1[NH:33][C:34]([NH:1][C:2]1[C:3](=[O:12])[NH:4][CH:5]=[C:6]([C:8]([F:9])([F:10])[F:11])[CH:7]=1)=[O:35], predict the reactants needed to synthesize it. The reactants are: [NH2:1][C:2]1[C:3](=[O:12])[NH:4][CH:5]=[C:6]([C:8]([F:11])([F:10])[F:9])[CH:7]=1.[F:13][C:14]1[CH:19]=[C:18]([O:20][C:21]2[CH:26]=[CH:25][N:24]=[C:23]([C:27]3[CH:28]=[N:29][N:30]([CH3:32])[CH:31]=3)[CH:22]=2)[CH:17]=[CH:16][C:15]=1[NH:33][C:34](=O)[O:35]C(C)=C.CN1CCCC1.